This data is from Catalyst prediction with 721,799 reactions and 888 catalyst types from USPTO. The task is: Predict which catalyst facilitates the given reaction. (1) The catalyst class is: 12. Reactant: [F:1][C:2]([CH:15]1[CH2:20][CH2:19][N:18](C(OC(C)(C)C)=O)[CH2:17][CH2:16]1)([S:4]([C:7]1[CH:8]=[N:9][C:10]([O:13][CH3:14])=[CH:11][CH:12]=1)(=[O:6])=[O:5])[CH3:3].[ClH:28]. Product: [ClH:28].[F:1][C:2]([CH:15]1[CH2:20][CH2:19][NH:18][CH2:17][CH2:16]1)([S:4]([C:7]1[CH:12]=[CH:11][C:10]([O:13][CH3:14])=[N:9][CH:8]=1)(=[O:6])=[O:5])[CH3:3]. (2) Reactant: [F:1][C:2]1[CH:7]=[C:6]([F:8])[CH:5]=[CH:4][C:3]=1[N:9]1[C:17]2[C:12](=[C:13]([N:18]3[CH2:22][CH2:21][NH:20][C:19]3=[O:23])[CH:14]=[CH:15][CH:16]=2)[CH:11]=[N:10]1.[H-].[Na+].Br[CH2:27][C:28]1[N:29]=[CH:30][O:31][CH:32]=1.Br. Product: [F:1][C:2]1[CH:7]=[C:6]([F:8])[CH:5]=[CH:4][C:3]=1[N:9]1[C:17]2[C:12](=[C:13]([N:18]3[CH2:22][CH2:21][N:20]([CH2:27][C:28]4[N:29]=[CH:30][O:31][CH:32]=4)[C:19]3=[O:23])[CH:14]=[CH:15][CH:16]=2)[CH:11]=[N:10]1. The catalyst class is: 7. (3) Reactant: FC(F)(F)C(O)=O.[CH3:8][C:9]1[S:13][C:12]([C:14]([N:16]2[CH2:21][C:20]3([CH2:26][CH2:25][NH:24][CH2:23][CH2:22]3)[O:19][CH2:18][CH2:17]2)=[O:15])=[CH:11][CH:10]=1.[F:27][C:28]1[C:35]([F:36])=[CH:34][C:33]([CH2:37][CH2:38][OH:39])=[CH:32][C:29]=1[CH:30]=O.C(O)(=O)C.C([BH3-])#N.[Na+]. Product: [F:27][C:28]1[C:35]([F:36])=[CH:34][C:33]([CH2:37][CH2:38][OH:39])=[CH:32][C:29]=1[CH2:30][N:24]1[CH2:25][CH2:26][C:20]2([O:19][CH2:18][CH2:17][N:16]([C:14]([C:12]3[S:13][C:9]([CH3:8])=[CH:10][CH:11]=3)=[O:15])[CH2:21]2)[CH2:22][CH2:23]1. The catalyst class is: 5. (4) Reactant: [CH2:1]1[C:5]2([CH2:10][N:9](C(OC(C)(C)C)=O)[CH2:8][CH2:7][O:6]2)[CH2:4][CH2:3][CH2:2]1.FC(F)(F)C(O)=O. Product: [CH2:4]1[C:5]2([CH2:10][NH:9][CH2:8][CH2:7][O:6]2)[CH2:1][CH2:2][CH2:3]1. The catalyst class is: 2. (5) Reactant: Cl[CH2:2][C:3]1[S:7][C:6]([C:8]2[N:13]=[N:12][C:11]([N:14]([CH2:22][C:23]3([C:27]4[C:32]([F:33])=[CH:31][CH:30]=[CH:29][N:28]=4)[CH2:26][CH2:25][CH2:24]3)[C:15](=[O:21])[O:16][C:17]([CH3:20])([CH3:19])[CH3:18])=[CH:10][CH:9]=2)=[N:5][CH:4]=1.[N-:34]=[N+:35]=[N-:36].[Na+].CCN(C(C)C)C(C)C.C(OCC)(=O)C. Product: [N:34]([CH2:2][C:3]1[S:7][C:6]([C:8]2[N:13]=[N:12][C:11]([N:14]([CH2:22][C:23]3([C:27]4[C:32]([F:33])=[CH:31][CH:30]=[CH:29][N:28]=4)[CH2:26][CH2:25][CH2:24]3)[C:15](=[O:21])[O:16][C:17]([CH3:20])([CH3:19])[CH3:18])=[CH:10][CH:9]=2)=[N:5][CH:4]=1)=[N+:35]=[N-:36]. The catalyst class is: 3.